Dataset: Forward reaction prediction with 1.9M reactions from USPTO patents (1976-2016). Task: Predict the product of the given reaction. (1) Given the reactants C1(P(C2C=CC=CC=2)C2C=CC=CC=2)C=CC=CC=1.N(C(OCC)=O)=NC(OCC)=O.[I-:32].[Li+].[Cl:34][C:35]1[CH:42]=[CH:41][C:38]([C:39]#[N:40])=[C:37]([NH:43][CH:44]([C:48]2[CH:53]=[CH:52][CH:51]=[CH:50][CH:49]=2)[CH2:45][CH2:46]O)[CH:36]=1, predict the reaction product. The product is: [Cl:34][C:35]1[CH:42]=[CH:41][C:38]([C:39]#[N:40])=[C:37]([NH:43][CH:44]([C:48]2[CH:53]=[CH:52][CH:51]=[CH:50][CH:49]=2)[CH2:45][CH2:46][I:32])[CH:36]=1. (2) Given the reactants [Cl:1][C:2]1[CH:7]=[CH:6][C:5]([N+:8]([O-])=O)=[CH:4][C:3]=1[CH2:11][S:12][C:13]1[N:18]=[C:17]([OH:19])[CH:16]=[C:15]([CH3:20])[N:14]=1.O.NN, predict the reaction product. The product is: [ClH:1].[NH2:8][C:5]1[CH:6]=[CH:7][C:2]([Cl:1])=[C:3]([CH2:11][S:12][C:13]2[N:18]=[C:17]([OH:19])[CH:16]=[C:15]([CH3:20])[N:14]=2)[CH:4]=1. (3) Given the reactants [Cl:1][C:2]1[S:6][C:5]2[C:7]3([O:20][CH2:21][C:22]([F:24])([F:23])[C:4]=2[CH:3]=1)[CH2:12][CH2:11][N:10]([CH2:13][C:14]1[C:15]([CH3:19])=[N:16][NH:17][CH:18]=1)[CH2:9][CH2:8]3.C(=O)([O-])[O-].[K+].[K+].Br[C:32]1[C:37]([CH2:38][O:39][CH3:40])=[CH:36][CH:35]=[CH:34][N:33]=1.CN[C@@H]1CCCC[C@H]1NC, predict the reaction product. The product is: [Cl:1][C:2]1[S:6][C:5]2[C:7]3([O:20][CH2:21][C:22]([F:23])([F:24])[C:4]=2[CH:3]=1)[CH2:12][CH2:11][N:10]([CH2:13][C:14]1[C:15]([CH3:19])=[N:16][N:17]([C:32]2[C:37]([CH2:38][O:39][CH3:40])=[CH:36][CH:35]=[CH:34][N:33]=2)[CH:18]=1)[CH2:9][CH2:8]3. (4) Given the reactants [N+:1]([C:4]1[CH:5]=[C:6]2[C:12](=[CH:13][CH:14]=1)[CH:11]1[O:15][CH:7]2[CH2:8][NH:9][CH2:10]1)([O-:3])=[O:2].[CH2:16](Cl)[C:17]#[CH:18].C(=O)([O-])[O-].[K+].[K+].C1COCC1, predict the reaction product. The product is: [N+:1]([C:4]1[CH:5]=[C:6]2[C:12](=[CH:13][CH:14]=1)[CH:11]1[O:15][CH:7]2[CH2:8][N:9]([CH2:18][C:17]#[CH:16])[CH2:10]1)([O-:3])=[O:2]. (5) Given the reactants [Br:1][C:2]1[CH:9]=[C:8]([CH3:10])[C:5]([C:6]#N)=[C:4]([CH3:11])[CH:3]=1.[OH-:12].[Na+].C[OH:15], predict the reaction product. The product is: [Br:1][C:2]1[CH:9]=[C:8]([CH3:10])[C:5]([C:6]([OH:15])=[O:12])=[C:4]([CH3:11])[CH:3]=1. (6) Given the reactants ClCCl.[CH3:4][Si:5]([CH3:36])([C:32]([CH3:35])([CH3:34])[CH3:33])[O:6][CH2:7][C@H:8]1[C@H:12]([O:13][CH:14]2[CH2:19][CH2:18][CH2:17][CH2:16][O:15]2)[CH2:11][C@@H:10]([OH:20])[C@@H:9]1[CH2:21][CH2:22][C@H:23]([OH:31])[CH2:24][CH2:25][CH2:26][C:27]([O:29][CH3:30])=[O:28].C(N(CC)CC)C.[S:44](Cl)([CH3:47])(=[O:46])=[O:45], predict the reaction product. The product is: [CH3:36][Si:5]([CH3:4])([C:32]([CH3:33])([CH3:35])[CH3:34])[O:6][CH2:7][C@H:8]1[C@H:12]([O:13][CH:14]2[CH2:19][CH2:18][CH2:17][CH2:16][O:15]2)[CH2:11][C@@H:10]([O:20][S:44]([CH3:47])(=[O:46])=[O:45])[C@@H:9]1[CH2:21][CH2:22][C@H:23]([O:31][S:44]([CH3:47])(=[O:46])=[O:45])[CH2:24][CH2:25][CH2:26][C:27]([O:29][CH3:30])=[O:28]. (7) Given the reactants [Br:1][C:2]1[CH:10]=[C:9]([F:11])[C:5]([C:6]([NH2:8])=O)=[C:4]([F:12])[CH:3]=1.N1C(Cl)=NC(Cl)=NC=1Cl.O, predict the reaction product. The product is: [Br:1][C:2]1[CH:3]=[C:4]([F:12])[C:5]([C:6]#[N:8])=[C:9]([F:11])[CH:10]=1.